Dataset: Reaction yield outcomes from USPTO patents with 853,638 reactions. Task: Predict the reaction yield, written as a fraction of the theoretical maximum amount of product (1.0 means a 100% yield; for example, 0.34 means a 34% yield). The reactants are [C:1]([NH:3][C:4](=[N:12][CH2:13][CH2:14][NH:15][C:16]1[N:17]=[C:18]([C:34]2[CH:39]=[CH:38][C:37]([F:40])=[CH:36][C:35]=2[F:41])[C:19]2[CH:25]=[CH:24][C:23](=[O:26])[N:22]([C:27]3[CH:32]=[CH:31][CH:30]=[CH:29][C:28]=3[F:33])[C:20]=2[N:21]=1)OC1C=CC=CC=1)#[N:2].[NH3:42]. The catalyst is C(O)(C)C. The product is [C:1]([NH:3][C:4]([NH:12][CH2:13][CH2:14][NH:15][C:16]1[N:17]=[C:18]([C:34]2[CH:39]=[CH:38][C:37]([F:40])=[CH:36][C:35]=2[F:41])[C:19]2[CH:25]=[CH:24][C:23](=[O:26])[N:22]([C:27]3[CH:32]=[CH:31][CH:30]=[CH:29][C:28]=3[F:33])[C:20]=2[N:21]=1)=[NH:42])#[N:2]. The yield is 0.600.